This data is from Full USPTO retrosynthesis dataset with 1.9M reactions from patents (1976-2016). The task is: Predict the reactants needed to synthesize the given product. (1) Given the product [CH:14]1([CH2:17][NH:13][CH2:12][CH2:11][C:2]2[CH:3]=[CH:4][C:5]3[C:10](=[CH:9][CH:8]=[CH:7][CH:6]=3)[CH:1]=2)[CH2:16][CH2:15]1, predict the reactants needed to synthesize it. The reactants are: [CH:1]1[C:10]2[C:5](=[CH:6][CH:7]=[CH:8][CH:9]=2)[CH:4]=[CH:3][C:2]=1[CH2:11][CH2:12][NH2:13].[CH:14]1([CH:17]=O)[CH2:16][CH2:15]1. (2) The reactants are: [CH2:1]([N:3](CC)CC)[CH3:2].[CH:8]([C:10]1[C:18]2[C:13](=[CH:14][CH:15]=[CH:16][CH:17]=2)[N:12](C(OC(C)(C)C)=O)[CH:11]=1)=[O:9].[CH:26](=[N:33][C:34]1(OC)C=CN=[CH:36][NH:35]1)[C:27]1[CH:32]=[CH:31][CH:30]=[CH:29][CH:28]=1.[CH2:42]([OH:44])C. Given the product [NH:12]1[C:13]2[C:18](=[CH:17][CH:16]=[CH:15][CH:14]=2)[C:10]([C:8](=[O:9])[CH:26]([NH:33][C:34]2[N:35]=[C:36]([O:44][CH3:42])[CH:2]=[CH:1][N:3]=2)[C:27]2[CH:28]=[CH:29][CH:30]=[CH:31][CH:32]=2)=[CH:11]1, predict the reactants needed to synthesize it. (3) Given the product [Cl-:36].[CH3:1][O:2][C:3]1[CH:4]=[C:5]2[C:10](=[CH:11][C:12]=1[O:13][CH3:14])[C:9]([CH2:15][CH2:16][CH2:17][CH2:18][CH2:19][CH2:20][CH2:21][CH2:22][CH2:23][CH2:24][CH3:25])=[N+:8]([CH2:35][C:34]1[CH:37]=[CH:38][C:39]([NH:40][C:41]([O:43][CH2:44][CH3:45])=[O:42])=[C:32]([NH:31][C:29]([O:28][CH2:26][CH3:27])=[O:30])[CH:33]=1)[CH2:7][CH2:6]2, predict the reactants needed to synthesize it. The reactants are: [CH3:1][O:2][C:3]1[CH:4]=[C:5]2[C:10](=[CH:11][C:12]=1[O:13][CH3:14])[C:9]([CH2:15][CH2:16][CH2:17][CH2:18][CH2:19][CH2:20][CH2:21][CH2:22][CH2:23][CH2:24][CH3:25])=[N:8][CH2:7][CH2:6]2.[CH2:26]([O:28][C:29]([NH:31][C:32]1[CH:33]=[C:34]([CH:37]=[CH:38][C:39]=1[NH:40][C:41]([O:43][CH2:44][CH3:45])=[O:42])[CH2:35][Cl:36])=[O:30])[CH3:27]. (4) Given the product [C:1]1([C@H:7]([NH:9][C@@H:10]2[CH2:15][CH2:14][N:13]([C:16]([O:18][C:19]([CH3:22])([CH3:20])[CH3:21])=[O:17])[CH2:12][C@H:11]2[C:23]([O:25][CH2:26][CH3:27])=[O:24])[CH3:8])[CH:6]=[CH:5][CH:4]=[CH:3][CH:2]=1, predict the reactants needed to synthesize it. The reactants are: [C:1]1([C@H:7]([NH:9][C@@H:10]2[CH2:15][CH2:14][N:13]([C:16]([O:18][C:19]([CH3:22])([CH3:21])[CH3:20])=[O:17])[CH2:12][C@@H:11]2[C:23]([O:25][CH2:26][CH3:27])=[O:24])[CH3:8])[CH:6]=[CH:5][CH:4]=[CH:3][CH:2]=1.CC[O-].[Na+]. (5) Given the product [C:10]([C:7]1[CH:8]=[CH:9][C:4]([NH2:1])=[C:5]([O:14][CH3:15])[CH:6]=1)([CH3:13])([CH3:11])[CH3:12], predict the reactants needed to synthesize it. The reactants are: [N+:1]([C:4]1[CH:9]=[CH:8][C:7]([C:10]([CH3:13])([CH3:12])[CH3:11])=[CH:6][C:5]=1[O:14][CH3:15])([O-])=O. (6) Given the product [O:20]1[CH2:25][CH2:24][CH2:23][CH2:22][CH:21]1[N:26]1[C:30]([C:31]2[CH:36]=[CH:35][C:34]([CH3:37])=[CH:33][CH:32]=2)=[CH:29][C:28]([C:38]([NH:18][C:9]2[CH:8]=[C:7]([C:2]3[CH:1]=[CH:6][C:5]([CH3:43])=[CH:4][CH:3]=3)[N:11]([CH:12]3[CH2:17][CH2:16][CH2:15][CH2:14][O:13]3)[N:10]=2)=[O:40])=[N:27]1, predict the reactants needed to synthesize it. The reactants are: [C:1]1(C)[CH:6]=[CH:5][CH:4]=[CH:3][C:2]=1[C:7]1[N:11]([CH:12]2[CH2:17][CH2:16][CH2:15][CH2:14][O:13]2)[N:10]=[C:9]([NH2:18])[CH:8]=1.[O:20]1[CH2:25][CH2:24][CH2:23][CH2:22][CH:21]1[N:26]1[C:30]([C:31]2[CH:36]=[CH:35][C:34]([CH3:37])=[CH:33][CH:32]=2)=[CH:29][C:28]([C:38]([OH:40])=O)=[N:27]1.[I-].Cl[C:43]1C=CC=C[N+]=1C.CCN(C(C)C)C(C)C. (7) Given the product [C:19]([O:18][C:16](=[O:17])[NH:15][CH:11]([C:12]1[NH:61][C:58]2[CH:59]=[CH:60][C:55]([F:54])=[CH:56][C:57]=2[N:62]=1)[CH2:10][C:7]1[CH:8]=[CH:9][C:4]([Br:3])=[C:5]([F:23])[CH:6]=1)([CH3:22])([CH3:21])[CH3:20], predict the reactants needed to synthesize it. The reactants are: N#N.[Br:3][C:4]1[CH:9]=[CH:8][C:7]([CH2:10][CH:11]([NH:15][C:16]([O:18][C:19]([CH3:22])([CH3:21])[CH3:20])=[O:17])[C:12](O)=O)=[CH:6][C:5]=1[F:23].C(N1CCOCC1)C.CN(C(ON1N=NC2C=CC=CC1=2)=[N+](C)C)C.[B-](F)(F)(F)F.[F:54][C:55]1[CH:56]=[C:57]([NH2:62])[C:58]([NH2:61])=[CH:59][CH:60]=1.